From a dataset of Forward reaction prediction with 1.9M reactions from USPTO patents (1976-2016). Predict the product of the given reaction. (1) Given the reactants [CH:1]([N:4]1[C:8]([C:9]2[S:10][C:11]3[CH2:12][CH2:13][O:14][C:15]4[CH:22]=[C:21]([CH:23]5[CH2:26][N:25]([CH2:27][CH2:28][S:29]([CH3:32])(=[O:31])=[O:30])[CH2:24]5)[CH:20]=[CH:19][C:16]=4[C:17]=3[N:18]=2)=[N:7][CH:6]=[N:5]1)([CH3:3])[CH3:2].[OH:33][C:34](C(F)(F)F)=[O:35].N1C[CH:42]([C:44]2[CH:65]=[CH:64][C:47]3C4N=C(C5N(C(C)C)N=CN=5)SC=4CCO[C:46]=3[CH:45]=2)C1.C([N:69](C(C)C)CC)(C)C, predict the reaction product. The product is: [CH2:42]([O:33][C:34](=[O:35])[NH:69][C:6]1[N:7]=[C:8]([C:9]2[S:10][C:11]3[CH2:12][CH2:13][O:14][C:15]4[CH:22]=[C:21]([CH:23]5[CH2:24][N:25]([CH2:27][CH2:28][S:29]([CH3:32])(=[O:30])=[O:31])[CH2:26]5)[CH:20]=[CH:19][C:16]=4[C:17]=3[N:18]=2)[N:4]([CH:1]([CH3:3])[CH3:2])[N:5]=1)[C:44]1[CH:65]=[CH:64][CH:47]=[CH:46][CH:45]=1. (2) Given the reactants [Cl:1][C:2]1[CH:36]=[CH:35][C:5]([CH2:6][N:7]2[C:15]3[C:14](=[O:16])[N:13]([CH2:17][CH:18]4[CH2:20][O:19]4)[C:12](=[O:21])[N:11]([CH3:22])[C:10]=3[N:9]=[C:8]2[O:23][C:24]2[CH:29]=[CH:28][CH:27]=[C:26]([O:30][C:31]([F:34])([F:33])[F:32])[CH:25]=2)=[CH:4][CH:3]=1.Cl.[CH3:38][NH:39][CH3:40].Cl([O-])(=O)(=O)=O.[Li+], predict the reaction product. The product is: [Cl:1][C:2]1[CH:3]=[CH:4][C:5]([CH2:6][N:7]2[C:15]3[C:14](=[O:16])[N:13]([CH2:17][CH:18]([OH:19])[CH2:20][N:39]([CH3:40])[CH3:38])[C:12](=[O:21])[N:11]([CH3:22])[C:10]=3[N:9]=[C:8]2[O:23][C:24]2[CH:29]=[CH:28][CH:27]=[C:26]([O:30][C:31]([F:33])([F:32])[F:34])[CH:25]=2)=[CH:35][CH:36]=1. (3) Given the reactants [CH3:1][O:2][C:3](=[O:18])[CH2:4][CH2:5][C:6]([NH:8][C:9]1[N:17]=[CH:16][CH:15]=[CH:14][C:10]=1[C:11]([OH:13])=[O:12])=[O:7].[Si](C=[N+]=[N-])(C)(C)[CH3:20], predict the reaction product. The product is: [CH3:1][O:2][C:3](=[O:18])[CH2:4][CH2:5][C:6]([NH:8][C:9]1[N:17]=[CH:16][CH:15]=[CH:14][C:10]=1[C:11]([O:13][CH3:20])=[O:12])=[O:7]. (4) Given the reactants O=C1C2C(=CC=CC=2)C(=O)[N:3]1[CH2:12][C:13]1[C:18](C)=[C:17]([I:20])[C:16](C)=[CH:15][N:14]=1.NN, predict the reaction product. The product is: [NH2:3][CH2:12][C:13]1[CH:18]=[C:17]([I:20])[CH:16]=[CH:15][N:14]=1. (5) The product is: [CH3:25][C:20]1[CH:19]=[C:18]([N:5]([CH2:6][CH2:7][C:8]2[CH:9]=[N:10][C:11]([C:14]([F:17])([F:15])[F:16])=[CH:12][CH:13]=2)[C:3](=[O:4])[C@@H:2]([NH:1][CH:34]2[CH2:35][O:32][CH2:33]2)[C:26]2[CH:27]=[CH:28][CH:29]=[CH:30][CH:31]=2)[CH:23]=[CH:22][C:21]=1[CH3:24]. Given the reactants [NH2:1][C@@H:2]([C:26]1[CH:31]=[CH:30][CH:29]=[CH:28][CH:27]=1)[C:3]([N:5]([C:18]1[CH:23]=[CH:22][C:21]([CH3:24])=[C:20]([CH3:25])[CH:19]=1)[CH2:6][CH2:7][C:8]1[CH:9]=[N:10][C:11]([C:14]([F:17])([F:16])[F:15])=[CH:12][CH:13]=1)=[O:4].[O:32]1[CH2:35][C:34](=O)[CH2:33]1.C(O[BH-](OC(=O)C)OC(=O)C)(=O)C.[Na+], predict the reaction product. (6) Given the reactants Br[C:2]1[CH:7]=[CH:6][C:5]([N+:8]([O-:10])=[O:9])=[CH:4][CH:3]=1.[CH3:11][C:12]1[CH:13]=[C:14](B(O)O)[CH:15]=[CH:16][CH:17]=1, predict the reaction product. The product is: [CH3:11][C:12]1[CH:17]=[C:16]([C:2]2[CH:7]=[CH:6][C:5]([N+:8]([O-:10])=[O:9])=[CH:4][CH:3]=2)[CH:15]=[CH:14][CH:13]=1. (7) Given the reactants Cl[C:2]1[C:11]2[C:6](=[CH:7][C:8]([O:14][CH3:15])=[C:9]([O:12][CH3:13])[CH:10]=2)[N:5]=[CH:4][CH:3]=1.[C:16]([O:25][CH2:26][CH2:27][CH2:28][CH3:29])(=[O:24])[C:17]1[C:18](=[CH:20][CH:21]=[CH:22][CH:23]=1)[OH:19], predict the reaction product. The product is: [CH3:13][O:12][C:9]1[CH:10]=[C:11]2[C:6](=[CH:7][C:8]=1[O:14][CH3:15])[N:5]=[CH:4][CH:3]=[C:2]2[O:19][C:18]1[CH:20]=[CH:21][CH:22]=[CH:23][C:17]=1[C:16]([O:25][CH2:26][CH2:27][CH2:28][CH3:29])=[O:24]. (8) Given the reactants [CH2:1]([C:3]1[CH:4]=[C:5]2[C:11](=[O:12])[N:10]3[C:13](=[O:20])[C:14]([CH:17]([CH3:19])[CH3:18])([CH3:16])[N:15]=[C:9]3[C:6]2=[N:7][CH:8]=1)[CH3:2].Cl.[NH2:22][CH2:23][CH2:24][CH2:25][CH2:26][CH2:27][C:28]([O:30][CH3:31])=[O:29].C(N(CC)CC)C, predict the reaction product. The product is: [CH2:1]([C:3]1[CH:8]=[N:7][C:6]([C:9]2[NH:10][C:13](=[O:20])[C:14]([CH:17]([CH3:18])[CH3:19])([CH3:16])[N:15]=2)=[C:5]([CH:4]=1)[C:11]([NH:22][CH2:23][CH2:24][CH2:25][CH2:26][CH2:27][C:28]([O:30][CH3:31])=[O:29])=[O:12])[CH3:2]. (9) Given the reactants [F:1][C:2]1[CH:3]=[C:4]([CH2:8][CH2:9][NH:10][C:11](=O)[CH3:12])[CH:5]=[CH:6][CH:7]=1.O=P12OP3(OP(OP(O3)(O1)=O)(=O)O2)=O, predict the reaction product. The product is: [F:1][C:2]1[CH:3]=[C:4]2[C:5](=[CH:6][CH:7]=1)[C:11]([CH3:12])=[N:10][CH2:9][CH2:8]2. (10) Given the reactants [CH2:1]([O:3][C:4]([C:6]1[NH:7][N:8]=[C:9]([C:12]2[CH:17]=[CH:16][C:15]([O:18][CH2:19][C:20]3[C:25]([N:26]4[C:30](=[O:31])[N:29]([CH3:32])[N:28]=[N:27]4)=[CH:24][CH:23]=[CH:22][C:21]=3[CH:33]3[CH2:35][CH2:34]3)=[C:14]([CH3:36])[CH:13]=2)[C:10]=1[CH3:11])=[O:5])[CH3:2].[C:37]1(C)C=CC=CC=1.S(OC)(OC)(=O)=O, predict the reaction product. The product is: [CH2:1]([O:3][C:4]([C:6]1[N:7]([CH3:37])[N:8]=[C:9]([C:12]2[CH:17]=[CH:16][C:15]([O:18][CH2:19][C:20]3[C:25]([N:26]4[C:30](=[O:31])[N:29]([CH3:32])[N:28]=[N:27]4)=[CH:24][CH:23]=[CH:22][C:21]=3[CH:33]3[CH2:34][CH2:35]3)=[C:14]([CH3:36])[CH:13]=2)[C:10]=1[CH3:11])=[O:5])[CH3:2].